From a dataset of Full USPTO retrosynthesis dataset with 1.9M reactions from patents (1976-2016). Predict the reactants needed to synthesize the given product. (1) Given the product [CH:22]([O-:37])=[O:21].[NH2:2][C:5]1[CH:10]=[CH:9][C:8]([C:11](=[O:38])[CH2:12][N+:13]23[CH2:18][CH2:17][CH:16]([CH2:19][CH2:20]2)[C@@H:15]([O:21][C:22](=[O:37])[C@@H:23]([C:31]2[CH:32]=[CH:33][CH:34]=[CH:35][CH:36]=2)[NH:24][C:25]2[CH:26]=[CH:27][CH:28]=[CH:29][CH:30]=2)[CH2:14]3)=[CH:7][CH:6]=1, predict the reactants needed to synthesize it. The reactants are: [Br-].[N+:2]([C:5]1[CH:10]=[CH:9][C:8]([C:11](=[O:38])[CH2:12][N+:13]23[CH2:20][CH2:19][CH:16]([CH2:17][CH2:18]2)[C@@H:15]([O:21][C:22](=[O:37])[C@@H:23]([C:31]2[CH:36]=[CH:35][CH:34]=[CH:33][CH:32]=2)[NH:24][C:25]2[CH:30]=[CH:29][CH:28]=[CH:27][CH:26]=2)[CH2:14]3)=[CH:7][CH:6]=1)([O-])=O. (2) Given the product [CH2:1]([CH:6]1[CH2:11][CH2:10][CH:9]([CH:12]2[CH2:13][CH2:14][CH:15]([CH:18]3[CH2:19][O:20][C:23](=[S:24])[O:22][CH2:21]3)[CH2:16][CH2:17]2)[CH2:8][CH2:7]1)[CH2:2][CH2:3][CH2:4][CH3:5], predict the reactants needed to synthesize it. The reactants are: [CH2:1]([CH:6]1[CH2:11][CH2:10][CH:9]([CH:12]2[CH2:17][CH2:16][CH:15]([CH:18]([CH2:21][OH:22])[CH2:19][OH:20])[CH2:14][CH2:13]2)[CH2:8][CH2:7]1)[CH2:2][CH2:3][CH2:4][CH3:5].[C:23](Cl)(Cl)=[S:24].C1C=CC=CC=1. (3) Given the product [CH3:1][C@@:2]([OH:34])([C:30]([CH3:33])([CH3:32])[CH3:31])[C@@H:3]1[C@:8]2([O:28][CH3:29])[C@@H:9]3[O:23][C:18]4=[C:19]([OH:22])[CH:20]=[CH:21][C:16]5=[C:17]4[C@:10]43[CH2:11][CH2:12][N:13]([CH2:24][CH:25]3[CH2:26][CH2:27]3)[C@H:14]([CH2:15]5)[C@:5]4([CH2:6][CH2:7]2)[CH2:4]1.[CH3:35][I:36], predict the reactants needed to synthesize it. The reactants are: [CH3:1][C@@:2]([OH:34])([C:30]([CH3:33])([CH3:32])[CH3:31])[C@@H:3]1[C@:8]2([O:28][CH3:29])[C@@H:9]3[O:23][C:18]4=[C:19]([OH:22])[CH:20]=[CH:21][C:16]5=[C:17]4[C@:10]43[CH2:11][CH2:12][N:13]([CH2:24][CH:25]3[CH2:27][CH2:26]3)[C@H:14]([CH2:15]5)[C@@:5]4([CH2:6][CH2:7]2)[CH2:4]1.[CH3:35][I:36]. (4) Given the product [Br:11][C:12]1[CH:13]=[CH:14][C:15]([NH:9][CH2:8][CH:3]2[C:2]([CH3:10])([CH3:1])[CH2:7][CH2:6][CH2:5][NH:4]2)=[N:16][CH:17]=1, predict the reactants needed to synthesize it. The reactants are: [CH3:1][C:2]1([CH3:10])[CH2:7][CH2:6][CH2:5][NH:4][CH:3]1[CH2:8][NH2:9].[Br:11][C:12]1[CH:13]=[CH:14][C:15](F)=[N:16][CH:17]=1.C(N(C(C)C)CC)(C)C.C(=O)([O-])[O-].[K+].[K+]. (5) Given the product [N+:5]([C:8]1[CH:9]=[C:10]([CH:14]=[C:15]([C:17]([F:18])([F:19])[F:20])[CH:16]=1)[C:11]([O:13][CH3:21])=[O:12])([O-:7])=[O:6], predict the reactants needed to synthesize it. The reactants are: S(Cl)(Cl)=O.[N+:5]([C:8]1[CH:9]=[C:10]([CH:14]=[C:15]([C:17]([F:20])([F:19])[F:18])[CH:16]=1)[C:11]([OH:13])=[O:12])([O-:7])=[O:6].[CH3:21]COC(C)=O. (6) Given the product [Br:1][C:2]1[N:7]=[CH:6][C:5]2[N:8]=[C:9]([C@@H:15]([O:17][CH:19]3[CH2:20][CH2:21][CH2:22][CH2:23][O:18]3)[CH3:16])[N:10]([C@@H:11]([CH2:13][CH3:14])[CH3:12])[C:4]=2[CH:3]=1, predict the reactants needed to synthesize it. The reactants are: [Br:1][C:2]1[N:7]=[CH:6][C:5]2[N:8]=[C:9]([C@H:15]([OH:17])[CH3:16])[N:10]([C@H:11]([CH2:13][CH3:14])[CH3:12])[C:4]=2[CH:3]=1.[O:18]1[CH:23]=[CH:22][CH2:21][CH2:20][CH2:19]1.C1(C)C=CC(S(O)(=O)=O)=CC=1. (7) The reactants are: [CH3:1][O:2][C:3]1[CH:28]=[CH:27][C:6]([CH2:7][N:8]2[C:12]3=[N:13][CH:14]=[CH:15][C:16]([O:17][C:18]4[CH:23]=[CH:22][C:21]([NH2:24])=[CH:20][C:19]=4[F:25])=[C:11]3[C:10](I)=[N:9]2)=[CH:5][CH:4]=1.[NH2:29][C@@H:30]1[CH2:35][CH2:34][N:33]([C:36]([O:38][C:39]([CH3:42])([CH3:41])[CH3:40])=[O:37])[CH2:32][C@@H:31]1[F:43].N1CCC[C@H]1C(O)=O.C([O-])([O-])=O.[K+].[K+]. Given the product [CH3:1][O:2][C:3]1[CH:28]=[CH:27][C:6]([CH2:7][N:8]2[C:12]3=[N:13][CH:14]=[CH:15][C:16]([O:17][C:18]4[CH:23]=[CH:22][C:21]([NH2:24])=[CH:20][C:19]=4[F:25])=[C:11]3[C:10]([NH:29][C@H:30]3[CH2:35][CH2:34][N:33]([C:36]([O:38][C:39]([CH3:41])([CH3:40])[CH3:42])=[O:37])[CH2:32][C@H:31]3[F:43])=[N:9]2)=[CH:5][CH:4]=1, predict the reactants needed to synthesize it. (8) Given the product [Cl:1][C:2]1[CH:3]=[CH:4][C:5]([S:8]([CH:11]2[C:20]3[C:15](=[C:16]([F:22])[CH:17]=[CH:18][C:19]=3[F:21])[O:14][CH2:13][CH:12]2[NH:23][CH2:24][CH2:25][CH2:26][OH:27])(=[O:9])=[O:10])=[CH:6][CH:7]=1, predict the reactants needed to synthesize it. The reactants are: [Cl:1][C:2]1[CH:7]=[CH:6][C:5]([S:8]([C:11]2[C:20]3[C:15](=[C:16]([F:22])[CH:17]=[CH:18][C:19]=3[F:21])[O:14][CH2:13][CH:12]=2)(=[O:10])=[O:9])=[CH:4][CH:3]=1.[NH2:23][CH2:24][CH2:25][CH2:26][OH:27].C([O-])([O-])=O.[Na+].[Na+].C(OCC)(=O)C. (9) The reactants are: C(O)(C(F)(F)F)=O.S1C2C=CC=CC=2N=C1NC(C1C=CC=C2C=1CN(C1SC(CCCI)=C(C(OCC)=O)N=1)CC2)=O.[CH3:44][N:45]1[CH2:50][CH2:49][CH:48]([NH:51][C:52]2[CH:57]=[CH:56][C:55]([OH:58])=[CH:54][CH:53]=2)[CH2:47][CH2:46]1.[S:59]1[C:63]2[CH:64]=[CH:65][CH:66]=[CH:67][C:62]=2[N:61]=[C:60]1[NH:68][C:69]([C:71]1[CH:72]=[CH:73][CH:74]=[C:75]2[C:80]=1[CH2:79][N:78]([C:81]1[N:86]=[C:85]([C:87]([O:89][C:90]([CH3:93])([CH3:92])[CH3:91])=[O:88])[C:84]([CH2:94][CH2:95][CH2:96]I)=[CH:83][CH:82]=1)[CH2:77][CH2:76]2)=[O:70]. Given the product [S:59]1[C:63]2[CH:64]=[CH:65][CH:66]=[CH:67][C:62]=2[N:61]=[C:60]1[NH:68][C:69]([C:71]1[CH:72]=[CH:73][CH:74]=[C:75]2[C:80]=1[CH2:79][N:78]([C:81]1[N:86]=[C:85]([C:87]([O:89][C:90]([CH3:92])([CH3:91])[CH3:93])=[O:88])[C:84]([CH2:94][CH2:95][CH2:96][O:58][C:55]3[CH:56]=[CH:57][C:52]([NH:51][CH:48]4[CH2:47][CH2:46][N:45]([CH3:44])[CH2:50][CH2:49]4)=[CH:53][CH:54]=3)=[CH:83][CH:82]=1)[CH2:77][CH2:76]2)=[O:70], predict the reactants needed to synthesize it.